This data is from Full USPTO retrosynthesis dataset with 1.9M reactions from patents (1976-2016). The task is: Predict the reactants needed to synthesize the given product. (1) Given the product [ClH:37].[NH2:8][CH2:9][C:10]1[N:11]([CH2:33][CH:34]([CH3:36])[CH3:35])[C:12](=[O:32])[C:13]2[C:18]([C:19]=1[C:20]1[CH:21]=[CH:22][C:23]([F:26])=[CH:24][CH:25]=1)=[CH:17][C:16](/[CH:27]=[CH:28]/[C:29]([NH2:31])=[O:30])=[CH:15][CH:14]=2, predict the reactants needed to synthesize it. The reactants are: C(OC([NH:8][CH2:9][C:10]1[N:11]([CH2:33][CH:34]([CH3:36])[CH3:35])[C:12](=[O:32])[C:13]2[C:18]([C:19]=1[C:20]1[CH:25]=[CH:24][C:23]([F:26])=[CH:22][CH:21]=1)=[CH:17][C:16](/[CH:27]=[CH:28]/[C:29]([NH2:31])=[O:30])=[CH:15][CH:14]=2)=O)(C)(C)C.[ClH:37]. (2) Given the product [Cl:18][C:1]1[NH:2][C:10]([C:11]2[CH:16]=[CH:15][CH:14]=[CH:13][CH:12]=2)=[CH:9][C:3]=1[C:4]([O:6][CH2:7][CH3:8])=[O:5], predict the reactants needed to synthesize it. The reactants are: [C:1]([CH:3]([CH2:9][C:10](=O)[C:11]1[CH:16]=[CH:15][CH:14]=[CH:13][CH:12]=1)[C:4]([O:6][CH2:7][CH3:8])=[O:5])#[N:2].[ClH:18]. (3) Given the product [ClH:41].[O:1]1[C:10]2[CH:9]=[C:8]([CH2:11][NH:12][CH:20]3[CH2:25][CH2:24][N:23]([CH2:26][CH2:27][N:28]4[C:37]5[C:32](=[N:33][CH:34]=[C:35]([O:38][CH3:39])[CH:36]=5)[CH:31]=[CH:30][C:29]4=[O:40])[CH2:22][CH2:21]3)[N:7]=[CH:6][C:5]=2[O:4][CH2:3][CH2:2]1, predict the reactants needed to synthesize it. The reactants are: [O:1]1[C:10]2[CH:9]=[C:8]([CH2:11][N:12]([CH:20]3[CH2:25][CH2:24][N:23]([CH2:26][CH2:27][N:28]4[C:37]5[C:32](=[N:33][CH:34]=[C:35]([O:38][CH3:39])[CH:36]=5)[CH:31]=[CH:30][C:29]4=[O:40])[CH2:22][CH2:21]3)C(=O)OC(C)(C)C)[N:7]=[CH:6][C:5]=2[O:4][CH2:3][CH2:2]1.[ClH:41].C(OCC)(=O)C. (4) Given the product [CH3:24][O:23][C:20]1[CH:21]=[C:22]2[C:17]([N:16]=[CH:15][C:14](=[O:25])[N:13]2[CH2:12][CH2:11][CH:8]2[CH2:9][CH2:10][C:5](=[O:4])[CH2:6][CH2:7]2)=[CH:18][CH:19]=1, predict the reactants needed to synthesize it. The reactants are: O1[C:5]2([CH2:10][CH2:9][CH:8]([CH2:11][CH2:12][N:13]3[C:22]4[C:17](=[CH:18][CH:19]=[C:20]([O:23][CH3:24])[CH:21]=4)[N:16]=[CH:15][C:14]3=[O:25])[CH2:7][CH2:6]2)[O:4]CC1.FC(F)(F)C(O)=O.C(=O)([O-])O.[Na+]. (5) Given the product [CH3:1][O:2][C:3](=[O:25])[CH2:4][C:5]1[CH:6]=[C:7]([C:13]2[CH:18]=[CH:17][C:16]([C:19]([F:21])([F:22])[F:20])=[CH:15][C:14]=2[CH2:23][NH:26][C:27]2[CH:32]=[CH:31][CH:30]=[CH:29][C:28]=2[OH:33])[C:8]([O:11][CH3:12])=[CH:9][CH:10]=1, predict the reactants needed to synthesize it. The reactants are: [CH3:1][O:2][C:3](=[O:25])[CH2:4][C:5]1[CH:6]=[C:7]([C:13]2[CH:18]=[CH:17][C:16]([C:19]([F:22])([F:21])[F:20])=[CH:15][C:14]=2[CH:23]=O)[C:8]([O:11][CH3:12])=[CH:9][CH:10]=1.[NH2:26][C:27]1[CH:32]=[CH:31][CH:30]=[CH:29][C:28]=1[OH:33]. (6) Given the product [CH:1]1([CH2:4][CH2:5][NH:6][C:7]([C:9]2[N:10]=[N:11][C:12]([N:19]3[CH2:20][CH2:21][N:16]([C:22]([CH:24]4[CH2:26][CH:25]4[CH3:27])=[O:23])[CH2:17][CH2:18]3)=[CH:13][CH:14]=2)=[O:8])[CH2:3][CH2:2]1, predict the reactants needed to synthesize it. The reactants are: [CH:1]1([CH2:4][CH2:5][NH:6][C:7]([C:9]2[N:10]=[N:11][C:12](Cl)=[CH:13][CH:14]=2)=[O:8])[CH2:3][CH2:2]1.[N:16]1([C:22]([CH:24]2[CH2:26][CH:25]2[CH3:27])=[O:23])[CH2:21][CH2:20][NH:19][CH2:18][CH2:17]1. (7) Given the product [NH2:1][C:2]1[N:7]=[C:6]([CH3:8])[N:5]=[C:4]([C:9]2[C:10]([NH:24][C:25]3[CH:26]=[CH:27][C:28]4[S:32][CH:31]=[N:30][C:29]=4[CH:33]=3)=[N:11][CH:12]=[C:13]([C@H:15]([N:17]3[CH2:22][CH2:21][N:20]([S:41]([CH3:40])(=[O:43])=[O:42])[CH2:19][C@@H:18]3[CH3:23])[CH3:16])[CH:14]=2)[N:3]=1, predict the reactants needed to synthesize it. The reactants are: [NH2:1][C:2]1[N:7]=[C:6]([CH3:8])[N:5]=[C:4]([C:9]2[C:10]([NH:24][C:25]3[CH:26]=[CH:27][C:28]4[S:32][CH:31]=[N:30][C:29]=4[CH:33]=3)=[N:11][CH:12]=[C:13]([C@H:15]([N:17]3[CH2:22][CH2:21][NH:20][CH2:19][C@@H:18]3[CH3:23])[CH3:16])[CH:14]=2)[N:3]=1.C(=O)([O-])[O-].[Na+].[Na+].[CH3:40][S:41](Cl)(=[O:43])=[O:42]. (8) The reactants are: [Br:1][C:2]1[CH:7]=[CH:6][C:5]([CH:8]2[CH2:13][CH:12]([S:14]([C:17]3[CH:22]=[CH:21][CH:20]=[C:19]([C:23]([F:26])([F:25])[F:24])[CH:18]=3)(=[O:16])=[O:15])[CH2:11][CH2:10][O:9]2)=[CH:4][N:3]=1.[CH2:27]1COCC1. Given the product [Br:1][C:2]1[CH:7]=[CH:6][C:5]([CH:8]2[CH2:13][C:12]([CH3:27])([S:14]([C:17]3[CH:22]=[CH:21][CH:20]=[C:19]([C:23]([F:26])([F:24])[F:25])[CH:18]=3)(=[O:15])=[O:16])[CH2:11][CH2:10][O:9]2)=[CH:4][N:3]=1, predict the reactants needed to synthesize it. (9) The reactants are: [Cl:1][C:2]1[C:10]([CH3:11])=[N:9][C:8]2[N:4]([N:5]=[C:6]3[CH2:14][N:13]([C:15]([C:17]4[CH:22]=[CH:21][C:20]([F:23])=[CH:19][C:18]=4[O:24][CH:25]4[CH2:30][CH2:29][N:28]([CH:31]5[CH2:36][O:35]C(C)(C)[O:33][CH2:32]5)[CH2:27][CH2:26]4)=[O:16])[CH2:12][C:7]3=2)[C:3]=1[CH3:39].O1CCOCC1. Given the product [Cl:1][C:2]1[C:10]([CH3:11])=[N:9][C:8]2[N:4]([N:5]=[C:6]3[CH2:14][N:13]([C:15]([C:17]4[CH:22]=[CH:21][C:20]([F:23])=[CH:19][C:18]=4[O:24][CH:25]4[CH2:30][CH2:29][N:28]([CH:31]([CH2:36][OH:35])[CH2:32][OH:33])[CH2:27][CH2:26]4)=[O:16])[CH2:12][C:7]3=2)[C:3]=1[CH3:39], predict the reactants needed to synthesize it. (10) Given the product [Cl:48][C:42]1[CH:43]=[CH:44][CH:45]=[C:46]([Cl:47])[C:41]=1[NH:40][C:33]1[CH:32]=[CH:31][CH:30]=[CH:35][C:34]=1[CH2:36][C:37]([O:39][C:57]1[CH:59]=[C:51]([OH:52])[CH:53]=[C:54]([OH:55])[CH:56]=1)=[O:38], predict the reactants needed to synthesize it. The reactants are: C(C1C=CC(C(C)C(OC2C=CC(C(OCC(O)CO)=O)=CC=2)=O)=CC=1)C(C)C.[CH:30]1[CH:31]=[CH:32][C:33]([NH:40][C:41]2[C:42]([Cl:48])=[CH:43][CH:44]=[CH:45][C:46]=2[Cl:47])=[C:34]([CH2:36][C:37]([OH:39])=[O:38])[CH:35]=1.O.O.[C:51]1([CH:59]=[C:57](O)[CH:56]=[C:54]([OH:55])[CH:53]=1)[OH:52].C1CCC(N=C=NC2CCCCC2)CC1.